Dataset: Forward reaction prediction with 1.9M reactions from USPTO patents (1976-2016). Task: Predict the product of the given reaction. (1) The product is: [CH2:7]([O:9][CH2:10][C:11]([O:13][CH2:15][S:16][C:17]1[CH:22]=[CH:21][CH:20]=[CH:19][CH:18]=1)=[O:12])[CH3:8]. Given the reactants C([O-])([O-])=O.[Cs+].[Cs+].[CH2:7]([O:9][CH2:10][C:11]([OH:13])=[O:12])[CH3:8].Cl[CH2:15][S:16][C:17]1[CH:22]=[CH:21][CH:20]=[CH:19][CH:18]=1, predict the reaction product. (2) Given the reactants [CH2:1]([O:8][C:9]1[C:10]([C:23](O)=[O:24])=[N:11][CH:12]=[C:13]([O:15][CH2:16][C:17]2[CH:22]=[CH:21][CH:20]=[CH:19][CH:18]=2)[CH:14]=1)[C:2]1[CH:7]=[CH:6][CH:5]=[CH:4][CH:3]=1.CN(C)CCCN=C=NCC.ON1C2C=CC=CC=2N=N1.Cl.[NH2:48][CH2:49][C:50]([NH2:52])=[O:51].C(N(C(C)C)CC)(C)C, predict the reaction product. The product is: [C:50]([CH2:49][NH:48][C:23]([C:10]1[C:9]([O:8][CH2:1][C:2]2[CH:7]=[CH:6][CH:5]=[CH:4][CH:3]=2)=[CH:14][C:13]([O:15][CH2:16][C:17]2[CH:22]=[CH:21][CH:20]=[CH:19][CH:18]=2)=[CH:12][N:11]=1)=[O:24])(=[O:51])[NH2:52]. (3) Given the reactants [CH3:1][C:2]1[N:3]=[C:4]([C@H:7]2[CH2:11][CH2:10][CH2:9][NH:8]2)[S:5][CH:6]=1.[OH:12][CH2:13][C:14]1[CH:15]=[C:16]([CH:20]=[C:21]([C:23]([O:25][CH3:26])=[O:24])[CH:22]=1)[C:17](O)=[O:18].C(N(C(C)C)CC)(C)C.C1C=CC2N(O)N=NC=2C=1.CCN=C=NCCCN(C)C, predict the reaction product. The product is: [OH:18][CH2:17][C:16]1[CH:20]=[C:21]([CH:22]=[C:14]([C:13]([N:8]2[CH2:9][CH2:10][CH2:11][C@@H:7]2[C:4]2[S:5][CH:6]=[C:2]([CH3:1])[N:3]=2)=[O:12])[CH:15]=1)[C:23]([O:25][CH3:26])=[O:24].